Dataset: Forward reaction prediction with 1.9M reactions from USPTO patents (1976-2016). Task: Predict the product of the given reaction. (1) Given the reactants [H-].[Na+].[Cl:3][C:4]1[CH:9]=[CH:8][C:7]([C:10]2[C:15]([C:16]([NH:18][CH:19]([CH3:21])[CH3:20])=[O:17])=[CH:14][N:13]=[CH:12][CH:11]=2)=[C:6](F)[CH:5]=1, predict the reaction product. The product is: [Cl:3][C:4]1[CH:9]=[CH:8][C:7]2[C:10]3[C:15](=[CH:14][N:13]=[CH:12][CH:11]=3)[C:16](=[O:17])[N:18]([CH:19]([CH3:21])[CH3:20])[C:6]=2[CH:5]=1. (2) Given the reactants [CH3:1][S:2][C:3]1[CH:10]=[CH:9][CH:8]=[CH:7][C:4]=1[CH2:5][NH2:6].[C:11]([O:15][C:16](O[C:16]([O:15][C:11]([CH3:14])([CH3:13])[CH3:12])=[O:17])=[O:17])([CH3:14])([CH3:13])[CH3:12], predict the reaction product. The product is: [C:11]([O:15][C:16](=[O:17])[NH:6][CH2:5][C:4]1[CH:7]=[CH:8][CH:9]=[CH:10][C:3]=1[S:2][CH3:1])([CH3:14])([CH3:13])[CH3:12]. (3) Given the reactants [Cl:1][C:2]1[CH:3]=[CH:4][C:5]([C:28]#[N:29])=[C:6]([C:8]2[C:17]3[C:16](=[O:18])[CH2:15][CH2:14][CH2:13][C:12]=3[N:11]([CH2:19][C:20]([O:22]C(C)(C)C)=[O:21])[C:10](=[O:27])[CH:9]=2)[CH:7]=1.C(O)(C(F)(F)F)=O, predict the reaction product. The product is: [Cl:1][C:2]1[CH:3]=[CH:4][C:5]([C:28]#[N:29])=[C:6]([C:8]2[C:17]3[C:16](=[O:18])[CH2:15][CH2:14][CH2:13][C:12]=3[N:11]([CH2:19][C:20]([OH:22])=[O:21])[C:10](=[O:27])[CH:9]=2)[CH:7]=1. (4) Given the reactants [Cl-:1].[Li+].[F:3][C:4]([F:14])([F:13])[O:5][C:6]1[CH:11]=[CH:10][CH:9]=[CH:8][C:7]=1[OH:12], predict the reaction product. The product is: [Cl:1][C:10]1[CH:9]=[CH:8][C:7]([OH:12])=[C:6]([O:5][C:4]([F:13])([F:14])[F:3])[CH:11]=1. (5) Given the reactants [C:1]([O:5][C:6](=[O:28])[NH:7][C@H:8]([C:10]1[N:11]([C:22]2[CH:27]=[CH:26][CH:25]=[CH:24][CH:23]=2)[C:12](=[O:21])[C:13]2[C:18]([CH:19]=1)=[CH:17][CH:16]=[CH:15][C:14]=2Cl)[CH3:9])([CH3:4])([CH3:3])[CH3:2].[CH3:29][N:30]1[CH:34]=[C:33](B2OC(C)(C)C(C)(C)O2)[CH:32]=[N:31]1.C(=O)([O-])[O-].[Na+].[Na+], predict the reaction product. The product is: [C:1]([O:5][C:6](=[O:28])[NH:7][C@H:8]([C:10]1[N:11]([C:22]2[CH:27]=[CH:26][CH:25]=[CH:24][CH:23]=2)[C:12](=[O:21])[C:13]2[C:18]([CH:19]=1)=[CH:17][CH:16]=[CH:15][C:14]=2[C:33]1[CH:32]=[N:31][N:30]([CH3:29])[CH:34]=1)[CH3:9])([CH3:4])([CH3:3])[CH3:2]. (6) Given the reactants [Br:1][C:2]1[CH:7]=[C:6]([F:8])[CH:5]=[CH:4][C:3]=1[OH:9].F[C:11](F)(F)[C:12]([OH:14])=[O:13].[CH2:17]1N2CN3CN(C2)CN1C3.S(=O)(=O)(O)O.C(=O)([O-])[O-].[K+].[K+].ClCC(OC)=O.[OH-].[K+], predict the reaction product. The product is: [Br:1][C:2]1[C:3]2[O:9][C:11]([C:12]([OH:14])=[O:13])=[CH:17][C:4]=2[CH:5]=[C:6]([F:8])[CH:7]=1. (7) Given the reactants [S:1]1[C:5]([NH2:6])=[N:4][CH:3]=[N:2]1.C(N(CC)CC)C.[S:14](Cl)(Cl)(=[O:16])=[O:15].Cl.[Br:20][C:21]1[CH:26]=[C:25]([C:27]([F:30])([F:29])[F:28])[CH:24]=[CH:23][C:22]=1[C:31]1[CH:40]=[CH:39][CH:38]=[C:37]2[C:32]=1[CH2:33][CH2:34][NH:35][CH2:36]2.C(O)(=O)CC(CC(O)=O)(C(O)=O)O, predict the reaction product. The product is: [Br:20][C:21]1[CH:26]=[C:25]([C:27]([F:30])([F:29])[F:28])[CH:24]=[CH:23][C:22]=1[C:31]1[CH:40]=[CH:39][CH:38]=[C:37]2[C:32]=1[CH2:33][CH2:34][N:35]([S:14]([NH:6][C:5]1[S:1][N:2]=[CH:3][N:4]=1)(=[O:16])=[O:15])[CH2:36]2. (8) Given the reactants [NH:1]([C:3]1[NH:7][C:6]2[CH:8]=[CH:9][C:10]([CH3:12])=[CH:11][C:5]=2[N:4]=1)[NH2:2].[C:13]([CH:16]([CH2:22][C:23]1[CH:28]=[CH:27][CH:26]=[CH:25][C:24]=1[C:29]([CH3:32])([CH3:31])[CH3:30])[C:17](OCC)=[O:18])(=O)[CH3:14], predict the reaction product. The product is: [CH3:32][C:29]([C:24]1[CH:25]=[CH:26][CH:27]=[CH:28][C:23]=1[CH2:22][C:16]1[C:13]([CH3:14])=[N:2][N:1]([C:3]2[NH:7][C:6]3[CH:8]=[CH:9][C:10]([CH3:12])=[CH:11][C:5]=3[N:4]=2)[C:17]=1[OH:18])([CH3:30])[CH3:31]. (9) Given the reactants [F:1][C:2]1[CH:55]=[CH:54][CH:53]=[CH:52][C:3]=1[CH2:4][N:5]1[C:13](=[O:14])[C:12]2[NH:11][C:10]([CH2:15][C:16]3[CH:21]=[CH:20][C:19]([NH:22][C:23](=[O:25])[CH3:24])=[CH:18][CH:17]=3)=[N:9][C:8]=2[N:7]([CH2:26][C:27]2[N:31]=[CH:30][N:29](C(C3C=CC=CC=3)(C3C=CC=CC=3)C3C=CC=CC=3)[N:28]=2)[C:6]1=[O:51].FC(F)(F)C(O)=O.C([SiH](CC)CC)C, predict the reaction product. The product is: [F:1][C:2]1[CH:55]=[CH:54][CH:53]=[CH:52][C:3]=1[CH2:4][N:5]1[C:13](=[O:14])[C:12]2[NH:11][C:10]([CH2:15][C:16]3[CH:21]=[CH:20][C:19]([NH:22][C:23](=[O:25])[CH3:24])=[CH:18][CH:17]=3)=[N:9][C:8]=2[N:7]([CH2:26][C:27]2[N:31]=[CH:30][NH:29][N:28]=2)[C:6]1=[O:51].